From a dataset of Catalyst prediction with 721,799 reactions and 888 catalyst types from USPTO. Predict which catalyst facilitates the given reaction. (1) Reactant: OC(CCSC)C#[N:4].[OH:9][CH:10]([CH2:14][CH2:15][CH3:16])[C:11]([OH:13])=[S:12]. Product: [OH:9][CH:10]([CH2:14][CH2:15][CH3:16])[C:11]([O-:13])=[S:12].[NH4+:4]. The catalyst class is: 6. (2) Product: [N+:1]([C:4]1[CH:9]=[CH:8][C:7]([O:10][CH2:18][C:19]([O:21][C:22]([CH3:25])([CH3:24])[CH3:23])=[O:20])=[CH:6][CH:5]=1)([O-:3])=[O:2]. Reactant: [N+:1]([C:4]1[CH:9]=[CH:8][C:7]([OH:10])=[CH:6][CH:5]=1)([O-:3])=[O:2].C([O-])([O-])=O.[K+].[K+].Br[CH2:18][C:19]([O:21][C:22]([CH3:25])([CH3:24])[CH3:23])=[O:20].O. The catalyst class is: 31. (3) Reactant: [CH2:1]1[C:9]2[C:4](=[CH:5][CH:6]=[CH:7][CH:8]=2)[CH2:3][CH:2]1[N:10]1[C:18](=[O:19])[C:17]2[C:12](=[CH:13][CH:14]=[CH:15][CH:16]=2)[C:11]1=[O:20].[Cl:21][S:22](O)(=[O:24])=[O:23]. Product: [O:20]=[C:11]1[C:12]2[C:17](=[CH:16][CH:15]=[CH:14][CH:13]=2)[C:18](=[O:19])[N:10]1[CH:2]1[CH2:1][C:9]2[C:4](=[CH:5][CH:6]=[C:7]([S:22]([Cl:21])(=[O:24])=[O:23])[CH:8]=2)[CH2:3]1. The catalyst class is: 144. (4) Reactant: [C:1]([C:4]1[S:5][CH:6]=[CH:7][CH:8]=1)(=[O:3])[CH3:2].[Al+3].[Cl-].[Cl-].[Cl-].[Br:13]Br.Cl. Product: [Br:13][C:7]1[CH:8]=[C:4]([C:1](=[O:3])[CH3:2])[S:5][CH:6]=1. The catalyst class is: 22. (5) Reactant: [O:1]1[CH2:5][CH2:4][CH2:3][C@H:2]1[CH2:6][N:7]1[C:11]([NH2:12])=[C:10]2[CH2:13][CH2:14][CH2:15][C:9]2=[N:8]1.N1C=CC=CC=1.[CH3:22][O:23][C:24]1[CH:32]=[CH:31][C:30]([C:33]([F:36])([F:35])[F:34])=[CH:29][C:25]=1[C:26](Cl)=[O:27]. Product: [CH3:22][O:23][C:24]1[CH:32]=[CH:31][C:30]([C:33]([F:34])([F:35])[F:36])=[CH:29][C:25]=1[C:26]([NH:12][C:11]1[N:7]([CH2:6][C@H:2]2[CH2:3][CH2:4][CH2:5][O:1]2)[N:8]=[C:9]2[CH2:15][CH2:14][CH2:13][C:10]=12)=[O:27]. The catalyst class is: 2.